This data is from Full USPTO retrosynthesis dataset with 1.9M reactions from patents (1976-2016). The task is: Predict the reactants needed to synthesize the given product. Given the product [C:34]1([C:44]2[CH:49]=[CH:48][CH:47]=[CH:46][CH:45]=2)[CH:39]=[CH:38][C:37]([S:40]([N:8]2[CH2:12][CH2:11][S:10][CH:9]2[C:13]([NH:56][CH2:55][C:51]2[O:50][CH:54]=[CH:53][CH:52]=2)=[O:15])(=[O:42])=[O:41])=[CH:36][CH:35]=1, predict the reactants needed to synthesize it. The reactants are: C(OC([N:8]1[CH2:12][CH2:11][S:10][CH:9]1[C:13]([OH:15])=O)=O)(C)(C)C.C1C=CC(/C(/C2C=CC([N+]([O-])=O)=CC=2)=N/O)=CC=1.[C:34]1([C:44]2[CH:49]=[CH:48][CH:47]=[CH:46][CH:45]=2)[CH:39]=[CH:38][C:37]([S:40](Cl)(=[O:42])=[O:41])=[CH:36][CH:35]=1.[O:50]1[CH:54]=[CH:53][CH:52]=[C:51]1[CH2:55][NH2:56].